From a dataset of Forward reaction prediction with 1.9M reactions from USPTO patents (1976-2016). Predict the product of the given reaction. Given the reactants [F:1][C:2]1[CH:7]=[CH:6][CH:5]=[CH:4][C:3]=1[C@@H:8]1[NH:13][C:12](=[O:14])[C@H:11]([CH2:15][CH:16]([CH3:18])[CH3:17])[NH:10][CH2:9]1.[C:19]1([C@@H:25]2[CH2:27][C@H:26]2[C:28](O)=[O:29])[CH:24]=[CH:23][CH:22]=[CH:21][CH:20]=1.C([C@@H]1N(C([C@@H]2C[C@H]2C2C=CC=CC=2)=O)C[C@H](CC(C)C)NC1=O)C(C)C, predict the reaction product. The product is: [F:1][C:2]1[CH:7]=[CH:6][CH:5]=[CH:4][C:3]=1[C@@H:8]1[NH:13][C:12](=[O:14])[C@H:11]([CH2:15][CH:16]([CH3:18])[CH3:17])[N:10]([C:28]([C@@H:26]2[CH2:27][C@H:25]2[C:19]2[CH:24]=[CH:23][CH:22]=[CH:21][CH:20]=2)=[O:29])[CH2:9]1.